From a dataset of Forward reaction prediction with 1.9M reactions from USPTO patents (1976-2016). Predict the product of the given reaction. Given the reactants [CH3:1][O:2][C:3](=[O:16])[C:4]1[CH:12]=[C:11]([N+:13]([O-:15])=[O:14])[CH:10]=[C:6]([C:7]([NH2:9])=O)[CH:5]=1.CCN(CC)CC.FC(F)(F)C(OC(=O)C(F)(F)F)=O, predict the reaction product. The product is: [CH3:1][O:2][C:3](=[O:16])[C:4]1[CH:12]=[C:11]([N+:13]([O-:15])=[O:14])[CH:10]=[C:6]([C:7]#[N:9])[CH:5]=1.